The task is: Predict the reactants needed to synthesize the given product.. This data is from Full USPTO retrosynthesis dataset with 1.9M reactions from patents (1976-2016). (1) Given the product [NH2:1][C:2]1[C:3]([C:18]([NH:23][NH2:24])=[O:20])=[N:4][C:5]([CH:8]2[CH2:9][CH2:10][N:11]([C:14](=[O:17])[CH2:15][CH3:16])[CH2:12][CH2:13]2)=[CH:6][N:7]=1, predict the reactants needed to synthesize it. The reactants are: [NH2:1][C:2]1[C:3]([C:18]([O:20]C)=O)=[N:4][C:5]([CH:8]2[CH2:13][CH2:12][N:11]([C:14](=[O:17])[CH2:15][CH3:16])[CH2:10][CH2:9]2)=[CH:6][N:7]=1.O.[NH2:23][NH2:24]. (2) The reactants are: [SH:1][CH2:2][C:3]1[CH:4]=[C:5]([CH:9]=[CH:10][CH:11]=1)[C:6]([OH:8])=[O:7].C1CCN2C(=NCCC2)CC1.[C:23]([O:27][C:28]([CH3:31])([CH3:30])[CH3:29])(=[O:26])[CH:24]=[CH2:25]. Given the product [C:28]([O:27][C:23](=[O:26])[CH2:24][CH2:25][S:1][CH2:2][C:3]1[CH:4]=[C:5]([CH:9]=[CH:10][CH:11]=1)[C:6]([OH:8])=[O:7])([CH3:31])([CH3:30])[CH3:29], predict the reactants needed to synthesize it. (3) The reactants are: [CH2:1]([C:3]1[C:7]([CH3:8])=[C:6]([CH3:9])[NH:5][C:4]=1[C:10]([O:12][CH2:13][CH3:14])=[O:11])[CH3:2].C(O)(=[O:17])C. Given the product [CH2:1]([C:3]1[C:7]([CH3:8])=[C:6]([CH:9]=[O:17])[NH:5][C:4]=1[C:10]([O:12][CH2:13][CH3:14])=[O:11])[CH3:2], predict the reactants needed to synthesize it. (4) Given the product [N:1]1([C:10]2[C:19]3[C:14](=[CH:15][CH:16]=[C:17]([C:20]4[CH:21]=[C:22]5[CH:28]=[CH:27][NH:26][C:23]5=[N:24][CH:25]=4)[CH:18]=3)[N:13]=[CH:12][N:11]=2)[C:9]2[C:4](=[CH:5][CH:6]=[CH:7][CH:8]=2)[CH2:3][CH2:2]1, predict the reactants needed to synthesize it. The reactants are: [N:1]1([C:10]2[C:19]3[C:14](=[CH:15][CH:16]=[C:17]([C:20]4[CH:21]=[C:22]5[CH:28]=[CH:27][N:26]([Si](C(C)C)(C(C)C)C(C)C)[C:23]5=[N:24][CH:25]=4)[CH:18]=3)[N:13]=[CH:12][N:11]=2)[C:9]2[C:4](=[CH:5][CH:6]=[CH:7][CH:8]=2)[CH2:3][CH2:2]1.[F-].[Cs+]. (5) Given the product [Cl:1][C:2]1[CH:7]=[CH:6][C:5]([Cl:8])=[CH:4][C:3]=1[S:9]([NH:13][C:14]1[CH:19]=[CH:18][CH:17]=[C:16]([C:20]2[NH:24][N:23]=[N:22][N:21]=2)[CH:15]=1)(=[O:11])=[O:10], predict the reactants needed to synthesize it. The reactants are: [Cl:1][C:2]1[CH:7]=[CH:6][C:5]([Cl:8])=[CH:4][C:3]=1[S:9](Cl)(=[O:11])=[O:10].[NH2:13][C:14]1[CH:15]=[C:16]([C:20]2[NH:24][N:23]=[N:22][N:21]=2)[CH:17]=[CH:18][CH:19]=1.